Dataset: Reaction yield outcomes from USPTO patents with 853,638 reactions. Task: Predict the reaction yield, written as a fraction of the theoretical maximum amount of product (1.0 means a 100% yield; for example, 0.34 means a 34% yield). The reactants are [OH:1][C:2]1[CH:11]=[C:10]2[C:5]([CH2:6][CH2:7][C:8](=[O:12])[CH2:9]2)=[CH:4][CH:3]=1.N1C(C)=CC=CC=1C.[F:21][C:22]([F:35])([F:34])[S:23](O[S:23]([C:22]([F:35])([F:34])[F:21])(=[O:25])=[O:24])(=[O:25])=[O:24]. The catalyst is C(Cl)Cl. The product is [F:21][C:22]([F:35])([F:34])[S:23]([O:1][C:2]1[CH:3]=[CH:4][C:5]2[CH2:6][CH2:7][C:8](=[O:12])[CH2:9][C:10]=2[CH:11]=1)(=[O:25])=[O:24]. The yield is 0.860.